From a dataset of Full USPTO retrosynthesis dataset with 1.9M reactions from patents (1976-2016). Predict the reactants needed to synthesize the given product. (1) Given the product [Cl:1][C:2]1[N:7]=[CH:6][C:5]([C:8]2([C:19]#[N:20])[CH2:9][CH2:10][C:11](=[O:18])[CH2:12][CH2:13]2)=[CH:4][CH:3]=1, predict the reactants needed to synthesize it. The reactants are: [Cl:1][C:2]1[N:7]=[CH:6][C:5]([C:8]2([C:19]#[N:20])[CH2:13][C:12](C(OC)=O)=[C:11]([OH:18])[CH2:10][CH2:9]2)=[CH:4][CH:3]=1.[Li+].[Cl-]. (2) Given the product [CH2:1]([N:8]1[CH2:13][CH2:12][N:11]([CH2:14][C:15]2[CH:20]=[CH:19][CH:18]=[CH:17][CH:16]=2)[CH2:10][CH:9]1[CH2:21][N:24]([CH3:25])[CH3:23])[C:2]1[CH:7]=[CH:6][CH:5]=[CH:4][CH:3]=1, predict the reactants needed to synthesize it. The reactants are: [CH2:1]([N:8]1[CH2:13][CH2:12][N:11]([CH2:14][C:15]2[CH:20]=[CH:19][CH:18]=[CH:17][CH:16]=2)[CH2:10][CH:9]1[CH2:21]Cl)[C:2]1[CH:7]=[CH:6][CH:5]=[CH:4][CH:3]=1.[CH3:23][NH:24][CH3:25].